Dataset: Full USPTO retrosynthesis dataset with 1.9M reactions from patents (1976-2016). Task: Predict the reactants needed to synthesize the given product. (1) Given the product [C:1]([CH:3]1[CH2:6][N:5]([C:7](=[O:40])[C@H:8]([NH:10][C:11]([C:13]2[C:21]3[C:16](=[N:17][CH:18]=[C:19]([C:22]4[C:30]5[C:25](=[CH:26][C:27]([Cl:31])=[CH:28][CH:29]=5)[N:24]([CH2:44][CH2:45][O:46][CH:47]5[CH2:52][CH2:51][CH2:50][CH2:49][O:48]5)[N:23]=4)[N:20]=3)[N:15]([CH2:32][O:33][CH2:34][CH2:35][Si:36]([CH3:39])([CH3:38])[CH3:37])[CH:14]=2)=[O:12])[CH3:9])[CH2:4]1)#[N:2], predict the reactants needed to synthesize it. The reactants are: [C:1]([CH:3]1[CH2:6][N:5]([C:7](=[O:40])[C@H:8]([NH:10][C:11]([C:13]2[C:21]3[C:16](=[N:17][CH:18]=[C:19]([C:22]4[C:30]5[C:25](=[CH:26][C:27]([Cl:31])=[CH:28][CH:29]=5)[NH:24][N:23]=4)[N:20]=3)[N:15]([CH2:32][O:33][CH2:34][CH2:35][Si:36]([CH3:39])([CH3:38])[CH3:37])[CH:14]=2)=[O:12])[CH3:9])[CH2:4]1)#[N:2].[H-].[Na+].Br[CH2:44][CH2:45][O:46][CH:47]1[CH2:52][CH2:51][CH2:50][CH2:49][O:48]1. (2) Given the product [Cl:1][C:2]1[CH:3]=[CH:4][C:5]([C:8]2([C:13]([NH:16][CH2:17][CH2:18][CH2:19][N:20]3[CH2:25][CH2:24][CH:23]([C:26]4[CH:31]=[CH:30][CH:29]=[C:28]([NH:32][C:33]([CH:35]5[CH2:37][CH2:36]5)=[O:34])[CH:27]=4)[CH2:22][CH2:21]3)=[O:15])[CH2:9][CH2:10][CH2:11][CH2:12]2)=[CH:6][CH:7]=1, predict the reactants needed to synthesize it. The reactants are: [Cl:1][C:2]1[CH:7]=[CH:6][C:5]([C:8]2([C:13]([OH:15])=O)[CH2:12][CH2:11][CH2:10][CH2:9]2)=[CH:4][CH:3]=1.[NH2:16][CH2:17][CH2:18][CH2:19][N:20]1[CH2:25][CH2:24][CH:23]([C:26]2[CH:27]=[C:28]([NH:32][C:33]([CH:35]3[CH2:37][CH2:36]3)=[O:34])[CH:29]=[CH:30][CH:31]=2)[CH2:22][CH2:21]1. (3) The reactants are: BrC1N=C([CH2:8][C:9]([CH3:16])([CH3:15])[C:10]([O:12][CH2:13][CH3:14])=[O:11])C=CC=1.[Cl:17][C:18]1[CH:23]=[C:22](Cl)[N:21]=[CH:20][N:19]=1. Given the product [Cl:17][C:18]1[N:19]=[CH:20][N:21]=[C:22]([CH2:8][C:9]([CH3:16])([CH3:15])[C:10]([O:12][CH2:13][CH3:14])=[O:11])[CH:23]=1, predict the reactants needed to synthesize it. (4) Given the product [CH2:1]([C@@H:8]1[CH2:9][NH:10][CH2:11][CH2:12][N:13]1[C:14]([C:16]1[N:17]=[CH:18][N:19]([C@@H:27]2[CH2:33][CH2:32][CH2:31][CH2:30][CH2:29][C@H:28]2[OH:34])[C:20]=1[C:21]1[CH:26]=[CH:25][CH:24]=[CH:23][CH:22]=1)=[O:15])[C:2]1[CH:7]=[CH:6][CH:5]=[CH:4][CH:3]=1, predict the reactants needed to synthesize it. The reactants are: [CH2:1]([C@H:8]1[N:13]([C:14]([C:16]2[N:17]=[CH:18][N:19]([C@@H:27]3[CH2:33][CH2:32][CH2:31][CH2:30][CH2:29][C@H:28]3[OH:34])[C:20]=2[C:21]2[CH:26]=[CH:25][CH:24]=[CH:23][CH:22]=2)=[O:15])[CH2:12][CH2:11][N:10](C(OC(C)(C)C)=O)[CH2:9]1)[C:2]1[CH:7]=[CH:6][CH:5]=[CH:4][CH:3]=1.C(O)(C(F)(F)F)=O. (5) Given the product [Cl:2][C:3]1[C:11]([O:12][CH2:13][CH2:14][CH2:15][NH:16][C:26](=[O:28])[CH3:27])=[CH:10][C:9]([I:17])=[C:8]2[C:4]=1[CH2:5][NH:6][C:7]2=[O:18], predict the reactants needed to synthesize it. The reactants are: Cl.[Cl:2][C:3]1[C:11]([O:12][CH2:13][CH2:14][CH2:15][NH2:16])=[CH:10][C:9]([I:17])=[C:8]2[C:4]=1[CH2:5][NH:6][C:7]2=[O:18].C(N(CC)CC)C.[C:26](O)(=[O:28])[CH3:27].